From a dataset of Full USPTO retrosynthesis dataset with 1.9M reactions from patents (1976-2016). Predict the reactants needed to synthesize the given product. (1) Given the product [C@H:1]1([OH:11])[C@H:10]2[N:5]([CH2:4][CH2:8][CH2:9]2)[CH2:6][CH2:7]1, predict the reactants needed to synthesize it. The reactants are: [CH:1]1([OH:11])[CH:10]2[N:5]([CH2:6][CH2:7][CH2:8][CH2:9]2)[CH2:4]CC1.CN1C[C@H]2[C@@H](O)CC[C@H]2C1.C(N1C[C@H]2[C@@H](O)CC[C@H]2C1)(C1C=CC=CC=1)(C1C=CC=CC=1)C1C=CC=CC=1.C=O. (2) The reactants are: [F:1][C:2]1[CH:3]=[C:4]([C:13]2[CH:18]=[CH:17][C:16]([S:19]([CH3:22])(=[O:21])=[O:20])=[CH:15][CH:14]=2)[CH:5]=[CH:6][C:7]=1[C:8]([O:10]CC)=[O:9].[OH-].[Na+]. Given the product [F:1][C:2]1[CH:3]=[C:4]([C:13]2[CH:18]=[CH:17][C:16]([S:19]([CH3:22])(=[O:21])=[O:20])=[CH:15][CH:14]=2)[CH:5]=[CH:6][C:7]=1[C:8]([OH:10])=[O:9], predict the reactants needed to synthesize it. (3) Given the product [CH3:26][C@@:11]1([CH2:12][N:13]2[CH2:18][CH2:17][N:16]([C:19]([O:21][C:22]([CH3:25])([CH3:24])[CH3:23])=[O:20])[CH2:15][CH2:14]2)[O:27][C:2]2=[N:6][C:5]([N+:7]([O-:9])=[O:8])=[CH:4][N:3]2[CH2:10]1, predict the reactants needed to synthesize it. The reactants are: Cl[C:2]1[N:3]([CH2:10][C@:11]([OH:27])([CH3:26])[CH2:12][N:13]2[CH2:18][CH2:17][N:16]([C:19]([O:21][C:22]([CH3:25])([CH3:24])[CH3:23])=[O:20])[CH2:15][CH2:14]2)[CH:4]=[C:5]([N+:7]([O-:9])=[O:8])[N:6]=1.[H-].[Na+].C(OCC)(=O)C.O. (4) Given the product [CH3:22][CH:5]([NH:6][C:7]1[CH:12]=[C:11]([F:13])[C:10]([O:14][C:31]2[CH:36]=[CH:35][C:34]([N+:37]([O-:39])=[O:38])=[CH:33][N:32]=2)=[CH:9][C:8]=1[F:15])[C:4]([O:3][CH2:1][CH3:2])=[O:16], predict the reactants needed to synthesize it. The reactants are: [CH2:1]([O:3][C:4](=[O:16])[CH2:5][NH:6][C:7]1[CH:12]=[C:11]([F:13])[C:10]([OH:14])=[CH:9][C:8]=1[F:15])[CH3:2].C(=O)(O)[O-].[Na+].[CH3:22]I.C(=O)([O-])[O-].[K+].[K+].Cl[C:31]1[CH:36]=[CH:35][C:34]([N+:37]([O-:39])=[O:38])=[CH:33][N:32]=1.